Dataset: Full USPTO retrosynthesis dataset with 1.9M reactions from patents (1976-2016). Task: Predict the reactants needed to synthesize the given product. (1) Given the product [Cl:1][C:2]1[CH:7]=[CH:6][N:5]=[C:4]2[NH:8][C:9]([C:11]3[C:19]4[C:14](=[CH:15][C:16]([O:22][CH3:23])=[C:17]([O:20][CH3:21])[CH:18]=4)[N:13]([CH2:24][CH2:25][N:26]4[CH2:31][CH2:30][N:29]([CH3:32])[CH2:28][CH2:27]4)[CH:12]=3)=[CH:10][C:3]=12, predict the reactants needed to synthesize it. The reactants are: [Cl:1][C:2]1[CH:7]=[CH:6][N:5]=[C:4]2[N:8](S(C3C=CC(C)=CC=3)(=O)=O)[C:9]([C:11]3[C:19]4[C:14](=[CH:15][C:16]([O:22][CH3:23])=[C:17]([O:20][CH3:21])[CH:18]=4)[N:13]([CH2:24][CH2:25][N:26]4[CH2:31][CH2:30][N:29]([CH3:32])[CH2:28][CH2:27]4)[CH:12]=3)=[CH:10][C:3]=12.[OH-].[K+].ClCCl.CO. (2) Given the product [F:27][C:24]([F:25])([F:26])[O:23][C:21]1[CH:20]=[CH:19][C:17]2[N:18]=[C:14]([NH:12][NH:13][C:9]([C:7]3[O:8][C:4]([N+:1]([O-:3])=[O:2])=[CH:5][CH:6]=3)=[O:10])[S:15][C:16]=2[CH:22]=1, predict the reactants needed to synthesize it. The reactants are: [N+:1]([C:4]1[O:8][C:7]([C:9](Cl)=[O:10])=[CH:6][CH:5]=1)([O-:3])=[O:2].[NH:12]([C:14]1[S:15][C:16]2[CH:22]=[C:21]([O:23][C:24]([F:27])([F:26])[F:25])[CH:20]=[CH:19][C:17]=2[N:18]=1)[NH2:13]. (3) The reactants are: C[O:2][C:3](=[O:24])[C:4]1[CH:9]=[C:8]([C:10]2[S:11][CH:12]=[C:13]([C:15]3[CH:20]=[CH:19][C:18]([Cl:21])=[C:17]([Cl:22])[CH:16]=3)[N:14]=2)[CH:7]=[CH:6][C:5]=1Br.[F:25][C:26]1[CH:31]=[C:30]([F:32])[CH:29]=[CH:28][C:27]=1B(O)O. Given the product [Cl:22][C:17]1[CH:16]=[C:15]([C:13]2[N:14]=[C:10]([C:8]3[CH:9]=[C:4]([C:3]([OH:2])=[O:24])[C:5]([C:29]4[CH:28]=[CH:27][C:26]([F:25])=[CH:31][C:30]=4[F:32])=[CH:6][CH:7]=3)[S:11][CH:12]=2)[CH:20]=[CH:19][C:18]=1[Cl:21], predict the reactants needed to synthesize it. (4) Given the product [OH:35][CH:34]([CH3:43])[CH2:33][O:32][C:31]1[CH:30]=[CH:29][C:28]([N:18]2[C:17](=[O:42])[C:16]([CH2:15][C:12]3[CH:13]=[CH:14][C:9]([C:4]4[C:3]([C:1]#[N:2])=[CH:8][CH:7]=[CH:6][CH:5]=4)=[CH:10][CH:11]=3)=[C:21]([CH2:22][CH2:23][CH3:24])[N:20]3[N:25]=[CH:26][CH:27]=[C:19]23)=[CH:41][CH:40]=1, predict the reactants needed to synthesize it. The reactants are: [C:1]([C:3]1[CH:8]=[CH:7][CH:6]=[CH:5][C:4]=1[C:9]1[CH:14]=[CH:13][C:12]([CH2:15][C:16]2[C:17](=[O:42])[N:18]([C:28]3[CH:41]=[CH:40][C:31]([O:32][CH2:33][C:34](N(OC)C)=[O:35])=[CH:30][CH:29]=3)[C:19]3[N:20]([N:25]=[CH:26][CH:27]=3)[C:21]=2[CH2:22][CH2:23][CH3:24])=[CH:11][CH:10]=1)#[N:2].[CH3:43][Mg]Br.C(OCC)(=O)C.[Cl-].[NH4+]. (5) Given the product [C:37]1([C:13]2([C:7]3[CH:8]=[CH:9][CH:10]=[CH:11][CH:12]=3)[O:17][C:16]3[CH:18]=[CH:19][C:20]([CH2:22][N:24]4[CH2:25][CH:26]=[C:27]([C:30]5[CH:31]=[CH:32][C:33]([F:36])=[CH:34][CH:35]=5)[CH2:28][CH2:29]4)=[CH:21][C:15]=3[O:14]2)[CH:38]=[CH:39][CH:40]=[CH:41][CH:42]=1, predict the reactants needed to synthesize it. The reactants are: [H-].[Al+3].[Li+].[H-].[H-].[H-].[C:7]1([C:13]2([C:37]3[CH:42]=[CH:41][CH:40]=[CH:39][CH:38]=3)[O:17][C:16]3[CH:18]=[CH:19][C:20]([C:22]([N:24]4[CH2:29][CH:28]=[C:27]([C:30]5[CH:35]=[CH:34][C:33]([F:36])=[CH:32][CH:31]=5)[CH2:26][CH2:25]4)=O)=[CH:21][C:15]=3[O:14]2)[CH:12]=[CH:11][CH:10]=[CH:9][CH:8]=1.O.C(=O)([O-])[O-].[K+].[K+]. (6) Given the product [CH3:20][C:11]1[N+:10]([O-:9])=[C:1]([C:2]2[CH:7]=[CH:6][CH:5]=[CH:4][CH:3]=2)[O:8][C:12]=1[C:14]1[CH:19]=[CH:18][CH:17]=[CH:16][CH:15]=1, predict the reactants needed to synthesize it. The reactants are: [CH:1](=[O:8])[C:2]1[CH:7]=[CH:6][CH:5]=[CH:4][CH:3]=1.[OH:9]/[N:10]=[C:11](\[CH3:20])/[C:12]([C:14]1[CH:19]=[CH:18][CH:17]=[CH:16][CH:15]=1)=O. (7) Given the product [CH3:39][O:38][C:35]1[CH:34]=[CH:33][C:32]([NH:31][S:28]([C:23]2[CH:24]=[CH:25][CH:26]=[CH:27][C:22]=2[NH:21][C:6](=[O:14])[C:7]2[CH:8]=[CH:9][N:10]=[CH:11][CH:12]=2)(=[O:30])=[O:29])=[CH:37][CH:36]=1, predict the reactants needed to synthesize it. The reactants are: CN(C)C=O.[C:6]([OH:14])(=O)[C:7]1[CH:12]=[CH:11][N:10]=[CH:9][CH:8]=1.C(Cl)(=O)C(Cl)=O.[NH2:21][C:22]1[CH:27]=[CH:26][CH:25]=[CH:24][C:23]=1[S:28]([NH:31][C:32]1[CH:37]=[CH:36][C:35]([O:38][CH3:39])=[CH:34][CH:33]=1)(=[O:30])=[O:29]. (8) Given the product [C:14]1([CH2:13][O:12][C:5]2[C:6]3[C:11](=[CH:10][CH:9]=[CH:8][CH:7]=3)[C:2]([C:20]#[N:21])=[N:3][CH:4]=2)[CH:19]=[CH:18][CH:17]=[CH:16][CH:15]=1, predict the reactants needed to synthesize it. The reactants are: Cl[C:2]1[C:11]2[C:6](=[CH:7][CH:8]=[CH:9][CH:10]=2)[C:5]([O:12][CH2:13][C:14]2[CH:19]=[CH:18][CH:17]=[CH:16][CH:15]=2)=[CH:4][N:3]=1.[CH3:20][N:21](C=O)C.